Dataset: Forward reaction prediction with 1.9M reactions from USPTO patents (1976-2016). Task: Predict the product of the given reaction. Given the reactants [CH3:1][O:2][C:3]1[CH:8]=[CH:7][C:6]([NH2:9])=[C:5]([CH3:10])[C:4]=1[N:11]1[CH2:16][CH2:15][N:14]([CH3:17])[CH2:13][CH2:12]1.[Cl:18][C:19]1[CH:32]=[CH:31][C:22]2[S:23][C:24]([S:27](Cl)(=[O:29])=[O:28])=[C:25]([CH3:26])[C:21]=2[CH:20]=1, predict the reaction product. The product is: [CH3:1][O:2][C:3]1[CH:8]=[CH:7][C:6]([NH:9][S:27]([C:24]2[S:23][C:22]3[CH:31]=[CH:32][C:19]([Cl:18])=[CH:20][C:21]=3[C:25]=2[CH3:26])(=[O:29])=[O:28])=[C:5]([CH3:10])[C:4]=1[N:11]1[CH2:12][CH2:13][N:14]([CH3:17])[CH2:15][CH2:16]1.